From a dataset of Full USPTO retrosynthesis dataset with 1.9M reactions from patents (1976-2016). Predict the reactants needed to synthesize the given product. (1) Given the product [F:21][C:19]1[C:18]([C:22]([O:24][CH3:25])=[O:23])=[CH:17][C:16]2[N:15]([N:14]=[C:9]([C:4]3[CH:3]=[CH:2][CH:7]=[CH:6][CH:5]=3)[N:26]=2)[CH:20]=1, predict the reactants needed to synthesize it. The reactants are: C[C:2]1[CH:7]=[C:6](C)[CH:5]=[C:4]([CH3:9])[C:3]=1S([O-])(=O)=O.[NH2:14][N+:15]1[CH:20]=[C:19]([F:21])[C:18]([C:22]([O:24][CH3:25])=[O:23])=[CH:17][C:16]=1[NH2:26].C(Cl)(=O)C1C=CC=CC=1. (2) Given the product [CH3:15][C:13]([NH:16][C:17]1[S:18][CH:19]=[C:20]([C:22]2[CH:23]=[CH:24][C:25]([C:26]#[N:27])=[CH:28][CH:29]=2)[N:21]=1)([CH3:14])[CH:12]=[O:11], predict the reactants needed to synthesize it. The reactants are: C(Cl)(=O)C(Cl)=O.CS(C)=O.[OH:11][CH2:12][C:13]([NH:16][C:17]1[S:18][CH:19]=[C:20]([C:22]2[CH:29]=[CH:28][C:25]([C:26]#[N:27])=[CH:24][CH:23]=2)[N:21]=1)([CH3:15])[CH3:14].C(N(CC)CC)C. (3) The reactants are: [C:1]1(C)[CH:6]=CC(S(O)(=O)=O)=C[CH:2]=1.COC(OC)(C)C.[CH2:19]([O:22][C:23](=[O:36])[NH:24][C:25]1[S:26][CH:27]=[C:28]([CH:30]([OH:35])[C:31]([OH:34])([CH3:33])[CH3:32])[N:29]=1)[CH:20]=[CH2:21].C(=O)(O)[O-].[Na+]. Given the product [CH2:19]([O:22][C:23](=[O:36])[NH:24][C:25]1[S:26][CH:27]=[C:28]([CH:30]2[C:31]([CH3:32])([CH3:33])[O:34][C:1]([CH3:6])([CH3:2])[O:35]2)[N:29]=1)[CH:20]=[CH2:21], predict the reactants needed to synthesize it. (4) Given the product [OH:28][CH2:27][C:17]1[CH2:16][CH2:15][C:14]2[CH:13]=[CH:12][C:11]([C:9]([O:8][CH2:1][C:2]3[CH:3]=[CH:4][CH:5]=[CH:6][CH:7]=3)=[O:10])=[CH:20][C:19]=2[C:18]=1[C:21]1[CH:26]=[CH:25][CH:24]=[CH:23][CH:22]=1, predict the reactants needed to synthesize it. The reactants are: [CH2:1]([O:8][C:9]([C:11]1[CH:20]=[C:19]2[C:14]([CH2:15][CH2:16][C:17]([C:27](O)=[O:28])=[C:18]2[C:21]2[CH:26]=[CH:25][CH:24]=[CH:23][CH:22]=2)=[CH:13][CH:12]=1)=[O:10])[C:2]1[CH:7]=[CH:6][CH:5]=[CH:4][CH:3]=1.C1COCC1.C(Cl)(=O)OCC(C)C. (5) Given the product [NH2:1][C:2]1[C:11]([C:12]#[N:13])=[C:10]([Cl:17])[C:9]2[C:4](=[CH:5][CH:6]=[CH:7][CH:8]=2)[N:3]=1, predict the reactants needed to synthesize it. The reactants are: [NH2:1][C:2]1[C:11]([C:12]#[N:13])=[C:10](O)[C:9]2[C:4](=[CH:5][CH:6]=[CH:7][CH:8]=2)[N:3]=1.P(Cl)(Cl)([Cl:17])=O. (6) Given the product [Cl:19][C:20]1[C:29]2[C:24](=[CH:25][CH:26]=[C:27]([C:30]([C:38]3[C:39]([CH3:45])=[N:40][C:41]([CH3:44])=[CH:42][CH:43]=3)([C:32]3[N:36]([CH3:37])[N:35]=[N:34][CH:33]=3)[OH:31])[CH:28]=2)[N:23]=[C:22]([O:46][CH3:47])[C:21]=1[CH2:48][OH:49], predict the reactants needed to synthesize it. The reactants are: CCCC[N+](CCCC)(CCCC)CCCC.[F-].[Cl:19][C:20]1[C:29]2[C:24](=[CH:25][CH:26]=[C:27]([C:30]([C:38]3[C:39]([CH3:45])=[N:40][C:41]([CH3:44])=[CH:42][CH:43]=3)([C:32]3[N:36]([CH3:37])[N:35]=[N:34][CH:33]=3)[OH:31])[CH:28]=2)[N:23]=[C:22]([O:46][CH3:47])[C:21]=1[CH2:48][O:49][Si](C(C)C)(C(C)C)C(C)C.